This data is from Catalyst prediction with 721,799 reactions and 888 catalyst types from USPTO. The task is: Predict which catalyst facilitates the given reaction. (1) Reactant: [C:1]([O-])([O-])=[O:2].[K+].[K+].[Cl:7][C:8]1[C:9]([F:16])=[C:10]([CH:13]=[CH:14][CH:15]=1)[CH2:11]Br.[CH3:17][O:18][C:19]1[C:24](C)=[CH:23][C:22]([N:26]2[C:31](=[O:32])[N:30](CC3C(F)=CC(F)=CC=3F)[C:29]3[CH:43]=[CH:44][CH:45]=[CH:46][C:28]=3[S:27]2(=[O:48])=[O:47])=[CH:21][C:20]=1C. Product: [Cl:7][C:8]1[C:9]([F:16])=[C:10]([CH:13]=[CH:14][CH:15]=1)[CH2:11][N:30]1[C:29]2[CH:43]=[CH:44][CH:45]=[CH:46][C:28]=2[S:27](=[O:47])(=[O:48])[N:26]([C:22]2[CH:21]=[CH:20][C:19]([O:18][CH3:17])=[C:24]([O:2][CH3:1])[CH:23]=2)[C:31]1=[O:32]. The catalyst class is: 3. (2) Product: [OH:1][C@@H:2]1[CH2:7][CH2:6][CH2:5][N:4]([C:14]([O:16][C:17]([CH3:20])([CH3:19])[CH3:18])=[O:15])[CH2:3]1. Reactant: [OH:1][C@@H:2]1[CH2:7][CH2:6][CH2:5][NH:4][CH2:3]1.C(=O)([O-])[O-].[Na+].[Na+].[C:14](O[C:14]([O:16][C:17]([CH3:20])([CH3:19])[CH3:18])=[O:15])([O:16][C:17]([CH3:20])([CH3:19])[CH3:18])=[O:15]. The catalyst class is: 229. (3) Reactant: [NH:1]([C:8]([O:10][CH2:11][C:12]1[CH:17]=[CH:16][CH:15]=[CH:14][CH:13]=1)=[O:9])[C@H:2]([C:5]([OH:7])=O)[CH2:3][OH:4].[C:18]1([Mg]Br)[CH:23]=[CH:22][CH:21]=[CH:20][CH:19]=1.Cl.CCCCCC. Product: [OH:4][CH2:3][C@H:2]([NH:1][C:8](=[O:9])[O:10][CH2:11][C:12]1[CH:17]=[CH:16][CH:15]=[CH:14][CH:13]=1)[C:5](=[O:7])[C:18]1[CH:23]=[CH:22][CH:21]=[CH:20][CH:19]=1. The catalyst class is: 56. (4) Reactant: [CH2:1]([O:3][C:4]1[CH:5]=[C:6]([CH:12]([N:17]2[C:25](=[O:26])[C:24]3[CH:23]=[C:22]4[CH:27]=[CH:28][CH:29]=[CH:30][C:21]4=[CH:20][C:19]=3[C:18]2=[O:31])[CH2:13][C:14](O)=[O:15])[CH:7]=[CH:8][C:9]=1[O:10][CH3:11])[CH3:2].Cl.[NH2:33][OH:34]. Product: [CH2:1]([O:3][C:4]1[CH:5]=[C:6]([CH:12]([N:17]2[C:25](=[O:26])[C:24]3[CH:23]=[C:22]4[CH:27]=[CH:28][CH:29]=[CH:30][C:21]4=[CH:20][C:19]=3[C:18]2=[O:31])[CH2:13][C:14]([NH:33][OH:34])=[O:15])[CH:7]=[CH:8][C:9]=1[O:10][CH3:11])[CH3:2]. The catalyst class is: 7.